Dataset: Full USPTO retrosynthesis dataset with 1.9M reactions from patents (1976-2016). Task: Predict the reactants needed to synthesize the given product. Given the product [CH2:1]([O:3][C:4]([C:6]1[C:7]([O:31][CH2:32][CH2:33][OH:34])=[C:8]2[C:12](=[CH:13][CH:14]=1)[N:11]([C:15]([O:17][C:18]([CH3:20])([CH3:21])[CH3:19])=[O:16])[N:10]=[C:9]2/[CH:22]=[CH:23]/[C:24]1[CH:29]=[CH:28][C:27]([F:30])=[CH:26][CH:25]=1)=[O:5])[CH3:2], predict the reactants needed to synthesize it. The reactants are: [CH2:1]([O:3][C:4]([C:6]1[C:7]([O:31][CH2:32][CH2:33][O:34]C2CCCCO2)=[C:8]2[C:12](=[CH:13][CH:14]=1)[N:11]([C:15]([O:17][C:18]([CH3:21])([CH3:20])[CH3:19])=[O:16])[N:10]=[C:9]2/[CH:22]=[CH:23]/[C:24]1[CH:29]=[CH:28][C:27]([F:30])=[CH:26][CH:25]=1)=[O:5])[CH3:2].Cl.O.